From a dataset of Catalyst prediction with 721,799 reactions and 888 catalyst types from USPTO. Predict which catalyst facilitates the given reaction. (1) Reactant: [C:1]([O:4][CH2:5][C:6]1[C:7]([N:21]2[CH2:32][CH2:31][N:30]3[C:23](=[CH:24][C:25]4[CH2:26][C:27]([CH3:34])([CH3:33])[CH2:28][C:29]=43)[C:22]2=[O:35])=[N:8][CH:9]=[CH:10][C:11]=1B1OC(C)(C)C(C)(C)O1)(=[O:3])[CH3:2].Br[C:37]1[CH:38]=[C:39]([NH:45][C:46]2[CH:59]=[C:49]3[CH2:50][N:51]([CH:54]([CH3:58])[CH2:55][O:56][CH3:57])[CH2:52][CH2:53][N:48]3[N:47]=2)[C:40](=[O:44])[N:41]([CH3:43])[CH:42]=1.[O-]P([O-])([O-])=O.[K+].[K+].[K+].C([O-])(=O)C.[Na+]. Product: [C:1]([O:4][CH2:5][C:6]1[C:7]([N:21]2[CH2:32][CH2:31][N:30]3[C:23](=[CH:24][C:25]4[CH2:26][C:27]([CH3:34])([CH3:33])[CH2:28][C:29]=43)[C:22]2=[O:35])=[N:8][CH:9]=[CH:10][C:11]=1[C:37]1[CH:38]=[C:39]([NH:45][C:46]2[CH:59]=[C:49]3[CH2:50][N:51]([CH:54]([CH3:58])[CH2:55][O:56][CH3:57])[CH2:52][CH2:53][N:48]3[N:47]=2)[C:40](=[O:44])[N:41]([CH3:43])[CH:42]=1)(=[O:3])[CH3:2]. The catalyst class is: 543. (2) Reactant: Cl[C:2]1[CH:7]=[C:6]([C:8]2[CH:13]=[CH:12][CH:11]=[C:10]([Cl:14])[C:9]=2[CH3:15])[N:5]=[C:4]([NH2:16])[N:3]=1.Cl.[CH3:18][C:19]1[NH:23][N:22]=[C:21]([CH2:24][CH2:25][NH2:26])[N:20]=1.C(N(CC)C(C)C)(C)C.CO. Product: [Cl:14][C:10]1[C:9]([CH3:15])=[C:8]([C:6]2[N:5]=[C:4]([NH2:16])[N:3]=[C:2]([NH:26][CH2:25][CH2:24][C:21]3[N:20]=[C:19]([CH3:18])[NH:23][N:22]=3)[CH:7]=2)[CH:13]=[CH:12][CH:11]=1. The catalyst class is: 51. (3) Reactant: [Cl:1][C:2]1[C:11]2[N:10]=[C:9]([CH3:12])[C:8]([O:13][C:14]3[CH:19]=[CH:18][C:17]([Cl:20])=[CH:16][CH:15]=3)=[C:7]([CH3:21])[C:6]=2[C:5]([OH:22])=[CH:4][CH:3]=1.CN(C)C=O.C(=O)([O-])[O-].[K+].[K+].[CH3:34][O:35][C:36](=[O:39])[CH2:37]Br. Product: [CH3:34][O:35][C:36](=[O:39])[CH2:37][O:22][C:5]1[CH:4]=[CH:3][C:2]([Cl:1])=[C:11]2[C:6]=1[C:7]([CH3:21])=[C:8]([O:13][C:14]1[CH:19]=[CH:18][C:17]([Cl:20])=[CH:16][CH:15]=1)[C:9]([CH3:12])=[N:10]2. The catalyst class is: 4.